This data is from Retrosynthesis with 50K atom-mapped reactions and 10 reaction types from USPTO. The task is: Predict the reactants needed to synthesize the given product. (1) Given the product COc1c(Cl)c(C)c(C(C)=O)c(OCCN2CCCCC2)c1OCCC(C)c1ccc(F)cc1, predict the reactants needed to synthesize it. The reactants are: C1CCNCC1.COc1c(Cl)c(C)c(C(C)=O)c(OCCBr)c1OCCC(C)c1ccc(F)cc1. (2) The reactants are: COC[C@@H]1C[C@H](N(C)C(C)C)CC[C@@H]1NC(=O)CN.FC(F)(F)c1ccc2ncnc(Cl)c2c1. Given the product COC[C@@H]1C[C@H](N(C)C(C)C)CC[C@@H]1NC(=O)CNc1ncnc2ccc(C(F)(F)F)cc12, predict the reactants needed to synthesize it. (3) Given the product CC(O)(c1ccc(C(F)(F)F)cc1)C1CC1, predict the reactants needed to synthesize it. The reactants are: CC(=O)c1ccc(C(F)(F)F)cc1.CC(O)(c1ccc(Cl)cc1)C1CC1. (4) The reactants are: C[C@H](O[Si](C)(C)C(C)(C)C)C(=O)c1cccc(C(F)(F)F)c1F. Given the product C[C@H](O[Si](C)(C)C(C)(C)C)[C@H](O)c1cccc(C(F)(F)F)c1F, predict the reactants needed to synthesize it. (5) Given the product O=C(Nc1ccc(C(F)(F)F)cc1)[C@H]1[C@H](c2ccccc2)C12CCCC2, predict the reactants needed to synthesize it. The reactants are: Nc1ccc(C(F)(F)F)cc1.O=C(O)[C@H]1[C@H](c2ccccc2)C12CCCC2.